Predict the reaction yield, written as a fraction of the theoretical maximum amount of product (1.0 means a 100% yield; for example, 0.34 means a 34% yield). From a dataset of Reaction yield outcomes from USPTO patents with 853,638 reactions. The reactants are [CH2:1]([N:8]1[C:13](=[O:14])[CH:12]=[C:11]([NH:15][CH3:16])[N:10]=[CH:9]1)[C:2]1[CH:7]=[CH:6][CH:5]=[CH:4][CH:3]=1.[C:17]([O:25]CC)(=O)[CH2:18][C:19]([O:21]CC)=O.C1(OC2C=CC=CC=2)C=CC=CC=1. No catalyst specified. The product is [CH2:1]([N:8]1[C:13](=[O:14])[C:12]2[C:19]([OH:21])=[CH:18][C:17](=[O:25])[N:15]([CH3:16])[C:11]=2[N:10]=[CH:9]1)[C:2]1[CH:3]=[CH:4][CH:5]=[CH:6][CH:7]=1. The yield is 0.570.